Predict the product of the given reaction. From a dataset of Forward reaction prediction with 1.9M reactions from USPTO patents (1976-2016). (1) Given the reactants CO[C:3]1[CH:4]=[C:5]([NH:11][CH2:12][C:13]2[CH:18]=[N:17][C:16]3[NH:19][CH:20]=[CH:21][C:15]=3[C:14]=2[NH:22][CH3:23])[CH:6]=[C:7]([O:9][CH3:10])[CH:8]=1.[CH2:24](N(CC)CC)C.Cl[C:32](Cl)([O:34]C(=O)OC(Cl)(Cl)Cl)Cl.[OH-:43].[Na+], predict the reaction product. The product is: [CH3:24][O:43][C:3]1[CH:4]=[C:5]([N:11]2[CH2:12][C:13]3[CH:18]=[N:17][C:16]4[NH:19][CH:20]=[CH:21][C:15]=4[C:14]=3[N:22]([CH3:23])[C:32]2=[O:34])[CH:6]=[C:7]([O:9][CH3:10])[CH:8]=1. (2) Given the reactants [CH2:1]([O:8][C:9]1[CH:14]=[CH:13][C:12]([N:15]2[CH2:19][C@H:18]([CH2:20][OH:21])[O:17][C:16]2=[O:22])=[CH:11][C:10]=1[F:23])[C:2]1[CH:7]=[CH:6][CH:5]=[CH:4][CH:3]=1.[O:24]1[CH:28]=[CH:27][C:26](O)=[N:25]1.C1C=CC(P(C2C=CC=CC=2)C2C=CC=CC=2)=CC=1.CC(OC(/N=N/C(OC(C)C)=O)=O)C, predict the reaction product. The product is: [CH2:1]([O:8][C:9]1[CH:14]=[CH:13][C:12]([N:15]2[CH2:19][C@H:18]([CH2:20][O:21][C:26]3[CH:27]=[CH:28][O:24][N:25]=3)[O:17][C:16]2=[O:22])=[CH:11][C:10]=1[F:23])[C:2]1[CH:3]=[CH:4][CH:5]=[CH:6][CH:7]=1.